Task: Predict which catalyst facilitates the given reaction.. Dataset: Catalyst prediction with 721,799 reactions and 888 catalyst types from USPTO Reactant: O[CH2:2][C:3]1[CH:4]=[C:5]([C:9]2[CH:10]=[C:11]3[C:16](=[CH:17][CH:18]=2)[N:15]([CH3:19])[C:14](=[O:20])[CH2:13][CH2:12]3)[CH:6]=[N:7][CH:8]=1.S(Cl)([Cl:23])=O.C([O-])(O)=O.[Na+]. Product: [Cl:23][CH2:2][C:3]1[CH:4]=[C:5]([C:9]2[CH:10]=[C:11]3[C:16](=[CH:17][CH:18]=2)[N:15]([CH3:19])[C:14](=[O:20])[CH2:13][CH2:12]3)[CH:6]=[N:7][CH:8]=1. The catalyst class is: 2.